From a dataset of Forward reaction prediction with 1.9M reactions from USPTO patents (1976-2016). Predict the product of the given reaction. (1) Given the reactants [CH3:1][CH:2]1[C:7](=[O:8])[NH:6][C:5](=[O:9])[NH:4][C:3]1=[O:10].[Na].[C:12]([O:16][C:17]([NH:19][OH:20])=[O:18])([CH3:15])([CH3:14])[CH3:13].I([O-])(=O)(=O)=O.[Na+], predict the reaction product. The product is: [C:12]([O:16][C:17]([N:19]([OH:20])[C:2]1([CH3:1])[C:7](=[O:8])[NH:6][C:5](=[O:9])[NH:4][C:3]1=[O:10])=[O:18])([CH3:15])([CH3:14])[CH3:13]. (2) Given the reactants [CH2:1]([O:8][C:9]([N:11]1[CH2:16][CH2:15][CH2:14][C:13]([NH2:23])([C:17]2[CH:22]=[CH:21][CH:20]=[CH:19][CH:18]=2)[CH2:12]1)=[O:10])[C:2]1[CH:7]=[CH:6][CH:5]=[CH:4][CH:3]=1.[CH3:24][O:25][C:26]1[CH:34]=[C:33]([C:35]([F:38])([F:37])[F:36])[CH:32]=[C:31]([C:39]([F:42])([F:41])[F:40])[C:27]=1[C:28](Cl)=[O:29], predict the reaction product. The product is: [CH2:1]([O:8][C:9]([N:11]1[CH2:16][CH2:15][CH2:14][C:13]([NH:23][C:28](=[O:29])[C:27]2[C:31]([C:39]([F:41])([F:42])[F:40])=[CH:32][C:33]([C:35]([F:36])([F:37])[F:38])=[CH:34][C:26]=2[O:25][CH3:24])([C:17]2[CH:22]=[CH:21][CH:20]=[CH:19][CH:18]=2)[CH2:12]1)=[O:10])[C:2]1[CH:7]=[CH:6][CH:5]=[CH:4][CH:3]=1. (3) Given the reactants [Cl:1][C:2]1[CH:7]=[CH:6][C:5]([CH:8]=[CH2:9])=[CH:4][CH:3]=1.[N+:10]([C:13]1[CH:18]=[CH:17][C:16]([S:19]([N:22]=C2CCCCI2C2C=CC=CC=2)(=[O:21])=[O:20])=[CH:15][CH:14]=1)([O-:12])=[O:11], predict the reaction product. The product is: [Cl:1][C:2]1[CH:7]=[CH:6][C:5]([CH:8]2[CH2:9][N:22]2[S:19]([C:16]2[CH:15]=[CH:14][C:13]([N+:10]([O-:12])=[O:11])=[CH:18][CH:17]=2)(=[O:21])=[O:20])=[CH:4][CH:3]=1.